Dataset: Forward reaction prediction with 1.9M reactions from USPTO patents (1976-2016). Task: Predict the product of the given reaction. (1) Given the reactants [CH2:1]([O:3][C:4](=[O:16])[CH2:5][N:6]1[C:14]2[C:9](=[CH:10][CH:11]=[C:12]([OH:15])[CH:13]=2)[CH:8]=[CH:7]1)[CH3:2].[F:17][C:18]([F:39])([F:38])[O:19][C:20]1[CH:25]=[CH:24][C:23]([C:26]2[N:31]=[CH:30][C:29]([CH2:32]O)=[C:28]([C:34]([F:37])([F:36])[F:35])[CH:27]=2)=[CH:22][CH:21]=1.C(P(CCCC)CCCC)CCC.CN(C)C(N=NC(N(C)C)=O)=O, predict the reaction product. The product is: [CH2:1]([O:3][C:4](=[O:16])[CH2:5][N:6]1[C:14]2[C:9](=[CH:10][CH:11]=[C:12]([O:15][CH2:32][C:29]3[CH:30]=[N:31][C:26]([C:23]4[CH:22]=[CH:21][C:20]([O:19][C:18]([F:38])([F:17])[F:39])=[CH:25][CH:24]=4)=[CH:27][C:28]=3[C:34]([F:37])([F:35])[F:36])[CH:13]=2)[CH:8]=[CH:7]1)[CH3:2]. (2) Given the reactants C[O:2][C:3](=[O:25])[CH2:4][NH:5][C:6]([C:8]1[N:9]=[C:10]([Cl:24])[C:11]2[C:16]([C:17]=1[C:18]1[CH:23]=[CH:22][CH:21]=[CH:20][CH:19]=1)=[CH:15][CH:14]=[CH:13][CH:12]=2)=[O:7].Cl.C([O-])(O)=O.[Na+], predict the reaction product. The product is: [Cl:24][C:10]1[C:11]2[C:16](=[CH:15][CH:14]=[CH:13][CH:12]=2)[C:17]([C:18]2[CH:23]=[CH:22][CH:21]=[CH:20][CH:19]=2)=[C:8]([C:6]([NH:5][CH2:4][C:3]([OH:25])=[O:2])=[O:7])[N:9]=1. (3) Given the reactants [CH2:1]([O:3][C:4](=[O:38])[NH:5][C:6]1[S:7][C:8]([CH2:27][C:28]2[CH:33]=[CH:32][C:31]([S:34]([CH3:37])(=[O:36])=[O:35])=[CH:30][CH:29]=2)=[C:9]([CH2:11][CH2:12][C:13]2[CH:18]=[CH:17][C:16]([NH:19]C(OC(C)(C)C)=O)=[CH:15][CH:14]=2)[N:10]=1)[CH3:2].Cl, predict the reaction product. The product is: [CH2:1]([O:3][C:4](=[O:38])[NH:5][C:6]1[S:7][C:8]([CH2:27][C:28]2[CH:33]=[CH:32][C:31]([S:34]([CH3:37])(=[O:36])=[O:35])=[CH:30][CH:29]=2)=[C:9]([CH2:11][CH2:12][C:13]2[CH:14]=[CH:15][C:16]([NH2:19])=[CH:17][CH:18]=2)[N:10]=1)[CH3:2]. (4) Given the reactants [CH3:1][CH:2]([CH3:6])[CH2:3][CH2:4][OH:5].[C:20]1(P([C:20]2[CH:25]=[CH:24][CH:23]=[CH:22][CH:21]=2)[C:20]2[CH:25]=[CH:24][CH:23]=[CH:22][CH:21]=2)[CH:25]=[CH:24][CH:23]=[CH:22][CH:21]=1.[CH3:37][CH2:36][O:35][C:33](/N=N/[C:33]([O:35][CH2:36][CH3:37])=[O:34])=[O:34], predict the reaction product. The product is: [CH2:36]([O:35][C:33](=[O:34])[C:20]1[CH:21]=[CH:22][C:23]([O:5][CH2:4][CH2:3][CH:2]([CH3:6])[CH3:1])=[CH:24][CH:25]=1)[C:37]1[CH:24]=[CH:25][CH:20]=[CH:21][CH:22]=1. (5) Given the reactants [C:1]([C:3]1[C:4]([F:15])=[C:5]([CH:9]=[CH:10][C:11]=1[O:12][CH2:13][CH3:14])[C:6](O)=[O:7])#[N:2].C(N(CC)CC)C.ClC(OCC)=O.[N-:29]=[N+:30]=[N-:31].[Na+], predict the reaction product. The product is: [C:1]([C:3]1[C:4]([F:15])=[C:5]([CH:9]=[CH:10][C:11]=1[O:12][CH2:13][CH3:14])[C:6]([N:29]=[N+:30]=[N-:31])=[O:7])#[N:2].